From a dataset of Catalyst prediction with 721,799 reactions and 888 catalyst types from USPTO. Predict which catalyst facilitates the given reaction. (1) Reactant: C([O-])([O-])=O.[K+].[K+].[F:7][C:8]1[CH:9]=[CH:10][C:11]([OH:16])=[C:12]([CH:15]=1)[CH:13]=O.Cl[CH2:18][C:19](=[O:21])[CH3:20]. Product: [F:7][C:8]1[CH:9]=[CH:10][C:11]2[O:16][C:18]([C:19](=[O:21])[CH3:20])=[CH:13][C:12]=2[CH:15]=1. The catalyst class is: 21. (2) Reactant: [F:1][C:2]1[CH:3]=[C:4]([OH:14])[CH:5]=[C:6]([F:13])[C:7]=1[N:8]1[CH:12]=[CH:11][CH:10]=[N:9]1.[Cl:15]N1C(=O)CCC1=O. Product: [Cl:15][C:11]1[CH:10]=[N:9][N:8]([C:7]2[C:2]([F:1])=[CH:3][C:4]([OH:14])=[CH:5][C:6]=2[F:13])[CH:12]=1. The catalyst class is: 1. (3) Reactant: [NH:1]1[CH:5]=[CH:4][C:3]([C:6]([O:8][CH2:9][CH3:10])=[O:7])=[CH:2]1.[H-].[Na+].Br[CH2:14][CH2:15][CH2:16][C:17]([O:19][C:20]([CH3:23])([CH3:22])[CH3:21])=[O:18]. Product: [C:20]([O:19][C:17](=[O:18])[CH2:16][CH2:15][CH2:14][N:1]1[CH:5]=[CH:4][C:3]([C:6]([O:8][CH2:9][CH3:10])=[O:7])=[CH:2]1)([CH3:23])([CH3:22])[CH3:21]. The catalyst class is: 3. (4) Reactant: [CH:1]1([CH2:4][OH:5])[CH2:3][CH2:2]1.[H-].[Na+].[Cl:8][C:9]1[C:14]([F:15])=[C:13](Cl)[N:12]=[CH:11][N:10]=1. Product: [Cl:8][C:9]1[C:14]([F:15])=[C:13]([O:5][CH2:4][CH:1]2[CH2:3][CH2:2]2)[N:12]=[CH:11][N:10]=1. The catalyst class is: 1. (5) Reactant: Br[C:2]1[CH:3]=[CH:4][C:5]([N:15]([CH2:19][CH:20]([CH3:22])[CH3:21])[CH2:16][CH2:17][CH3:18])=[C:6](/[CH:8]=[CH:9]/[C:10]([O:12][CH2:13][CH3:14])=[O:11])[CH:7]=1.[CH2:23]([O:27][CH2:28][CH2:29][O:30][C:31]1[CH:36]=[CH:35][C:34](OB(O)O)=[CH:33][CH:32]=1)[CH2:24][CH2:25][CH3:26].C(=O)([O-])[O-].[K+].[K+]. Product: [CH2:23]([O:27][CH2:28][CH2:29][O:30][C:31]1[CH:32]=[CH:33][C:34]([C:2]2[CH:3]=[CH:4][C:5]([N:15]([CH2:19][CH:20]([CH3:22])[CH3:21])[CH2:16][CH2:17][CH3:18])=[C:6](/[CH:8]=[CH:9]/[C:10]([O:12][CH2:13][CH3:14])=[O:11])[CH:7]=2)=[CH:35][CH:36]=1)[CH2:24][CH2:25][CH3:26]. The catalyst class is: 460. (6) Reactant: [CH3:1][O:2][C:3]1[CH:4]=[C:5]([CH:7]=[C:8]([O:12][CH3:13])[C:9]=1[O:10][CH3:11])[NH2:6].CC1(C)C2C(=C(P(C3C=CC=CC=3)C3C=CC=CC=3)C=CC=2)OC2C(P(C3C=CC=CC=3)C3C=CC=CC=3)=CC=CC1=2.C([O-])([O-])=O.[Cs+].[Cs+].Cl[C:63]1[CH:68]=[C:67]([O:69][C:70]2[C:71]([C:76]3[CH:81]=[CH:80][CH:79]=[C:78]([CH3:82])[N:77]=3)=[N:72][CH:73]=[CH:74][CH:75]=2)[CH:66]=[CH:65][N:64]=1. Product: [CH3:82][C:78]1[N:77]=[C:76]([C:71]2[C:70]([O:69][C:67]3[CH:66]=[CH:65][N:64]=[C:63]([NH:6][C:5]4[CH:7]=[C:8]([O:12][CH3:13])[C:9]([O:10][CH3:11])=[C:3]([O:2][CH3:1])[CH:4]=4)[CH:68]=3)=[CH:75][CH:74]=[CH:73][N:72]=2)[CH:81]=[CH:80][CH:79]=1. The catalyst class is: 231. (7) Reactant: [CH2:1]([C:3]1[C:8]([F:9])=[C:7]([S:10]([CH3:13])(=[O:12])=[O:11])[CH:6]=[CH:5][C:4]=1[C:14]([N:16]1[CH2:22][C:21]2[CH:23]=[C:24]([C:27]3[S:31][C:30]([NH:32]C(=O)C)=[N:29][CH:28]=3)[CH:25]=[CH:26][C:20]=2[O:19][CH2:18][CH2:17]1)=[O:15])[CH3:2].Cl. Product: [CH2:1]([C:3]1[C:8]([F:9])=[C:7]([S:10]([CH3:13])(=[O:12])=[O:11])[CH:6]=[CH:5][C:4]=1[C:14]([N:16]1[CH2:22][C:21]2[CH:23]=[C:24]([C:27]3[S:31][C:30]([NH2:32])=[N:29][CH:28]=3)[CH:25]=[CH:26][C:20]=2[O:19][CH2:18][CH2:17]1)=[O:15])[CH3:2]. The catalyst class is: 5.